Dataset: Reaction yield outcomes from USPTO patents with 853,638 reactions. Task: Predict the reaction yield, written as a fraction of the theoretical maximum amount of product (1.0 means a 100% yield; for example, 0.34 means a 34% yield). (1) The reactants are [Cl:1][C:2]1[C:7]2[N:8]([CH2:19][CH:20]([CH3:22])[CH3:21])[C:9]([C:11]3[CH:12]=[N:13][C:14](Cl)=[C:15]([Cl:17])[CH:16]=3)=[N:10][C:6]=2[CH:5]=[CH:4][CH:3]=1.[CH3:23][O:24][C:25]1[CH:30]=[CH:29][C:28]([NH2:31])=[CH:27][CH:26]=1.C1C=CC(P(C2C(C3C(P(C4C=CC=CC=4)C4C=CC=CC=4)=CC=C4C=3C=CC=C4)=C3C(C=CC=C3)=CC=2)C2C=CC=CC=2)=CC=1.C([O-])([O-])=O.[K+].[K+]. The catalyst is CC([O-])=O.CC([O-])=O.[Pd+2]. The product is [Cl:17][C:15]1[C:14]([NH:31][C:28]2[CH:29]=[CH:30][C:25]([O:24][CH3:23])=[CH:26][CH:27]=2)=[N:13][CH:12]=[C:11]([C:9]2[N:8]([CH2:19][CH:20]([CH3:22])[CH3:21])[C:7]3[C:2]([Cl:1])=[CH:3][CH:4]=[CH:5][C:6]=3[N:10]=2)[CH:16]=1. The yield is 0.410. (2) The reactants are [OH:1][C:2]1[CH:7]=[C:6]([OH:8])[CH:5]=[CH:4][C:3]=1/C(=N\O)/C.P(Cl)(Cl)(Cl)=O.C(=O)([O-])O.[Na+].[C:23](#[N:25])[CH3:24]. The catalyst is CC(N(C)C)=O. The product is [CH3:24][C:23]1[O:1][C:2]2[CH:7]=[C:6]([OH:8])[CH:5]=[CH:4][C:3]=2[N:25]=1. The yield is 0.730.